This data is from Catalyst prediction with 721,799 reactions and 888 catalyst types from USPTO. The task is: Predict which catalyst facilitates the given reaction. (1) Reactant: [F:1][C:2]([F:38])([F:37])[C:3]1[CH:8]=[CH:7][C:6]([C:9]2[C@@H:10]([C:33]([O:35][CH3:36])=[O:34])[N:11](C(C3C=CC=CC=3)(C3C=CC=CC=3)C3C=CC=CC=3)[CH2:12][CH:13]=2)=[CH:5][CH:4]=1. Product: [F:37][C:2]([F:1])([F:38])[C:3]1[CH:4]=[CH:5][C:6]([C@@H:9]2[CH2:13][CH2:12][NH:11][C@@H:10]2[C:33]([O:35][CH3:36])=[O:34])=[CH:7][CH:8]=1. The catalyst class is: 19. (2) Reactant: [Cl:1][C:2]1[C:3]2[CH:13]=[C:12]([OH:14])[C:11]([O:15][CH3:16])=[CH:10][C:4]=2[S:5][C:6]=1[C:7]([OH:9])=[O:8].[N+:17]([O-])([OH:19])=[O:18]. The catalyst class is: 866. Product: [Cl:1][C:2]1[C:3]2[C:13]([N+:17]([O-:19])=[O:18])=[C:12]([OH:14])[C:11]([O:15][CH3:16])=[CH:10][C:4]=2[S:5][C:6]=1[C:7]([OH:9])=[O:8]. (3) Reactant: Cl.[Cl:2][C:3]1[N:4]=[C:5]([N:12]2[CH2:17][CH2:16][O:15][CH2:14][C@@H:13]2[CH3:18])[C:6]2[CH2:11][NH:10][CH2:9][C:7]=2[N:8]=1.Cl[C:20]([O:22][CH2:23][CH3:24])=[O:21].C([O-])(O)=O.[Na+]. Product: [Cl:2][C:3]1[N:4]=[C:5]([N:12]2[CH2:17][CH2:16][O:15][CH2:14][C@@H:13]2[CH3:18])[C:6]2[CH2:11][N:10]([C:20]([O:22][CH2:23][CH3:24])=[O:21])[CH2:9][C:7]=2[N:8]=1. The catalyst class is: 1. (4) Reactant: Cl.[NH2:2][C@H:3]1[CH2:7][CH2:6][CH2:5][C@@H:4]1[NH:8][C:9](=[O:21])[C:10]1[CH:15]=[CH:14][CH:13]=[CH:12][C:11]=1[N:16]1[N:20]=[CH:19][CH:18]=[N:17]1.CCN(C(C)C)C(C)C.Cl[C:32]1[O:33][C:34]2[CH:40]=[CH:39][CH:38]=[CH:37][C:35]=2[N:36]=1. Product: [O:33]1[C:34]2[CH:40]=[CH:39][CH:38]=[CH:37][C:35]=2[N:36]=[C:32]1[NH:2][C@H:3]1[CH2:7][CH2:6][CH2:5][C@@H:4]1[NH:8][C:9](=[O:21])[C:10]1[CH:15]=[CH:14][CH:13]=[CH:12][C:11]=1[N:16]1[N:17]=[CH:18][CH:19]=[N:20]1. The catalyst class is: 16. (5) Reactant: [CH3:1][O:2][C:3]1[CH:8]=[CH:7][C:6]([C:9]2[CH:26]=[CH:25][C:12]3[CH2:13][CH2:14][N:15](C(OC(C)(C)C)=O)[CH2:16][CH2:17][C:11]=3[CH:10]=2)=[C:5]([O:27][CH2:28][C:29]2[CH:34]=[C:33]([CH3:35])[CH:32]=[CH:31][N:30]=2)[CH:4]=1.Cl. Product: [CH3:1][O:2][C:3]1[CH:8]=[CH:7][C:6]([C:9]2[CH:26]=[CH:25][C:12]3[CH2:13][CH2:14][NH:15][CH2:16][CH2:17][C:11]=3[CH:10]=2)=[C:5]([O:27][CH2:28][C:29]2[CH:34]=[C:33]([CH3:35])[CH:32]=[CH:31][N:30]=2)[CH:4]=1. The catalyst class is: 12. (6) Reactant: [NH2:1][C:2]1[C:7](=[O:8])[NH:6][C:5]([C:9]2[CH:14]=[CH:13][C:12]([C:15]3([NH:19][C:20](=[O:26])[O:21][C:22]([CH3:25])([CH3:24])[CH3:23])[CH2:18][CH2:17][CH2:16]3)=[CH:11][CH:10]=2)=[C:4]([C:27]2[CH:32]=[CH:31][CH:30]=[CH:29][CH:28]=2)[CH:3]=1.CCN(C(C)C)C(C)C.[Cl-].Br[CH:44]([CH2:47][CH2:48]Br)[CH2:45][OH:46].C(=O)(O)[O-:51].[Na+]. Product: [OH:46][CH2:45][CH2:44][CH:47]1[O:8][C:7]2[N:6]=[C:5]([C:9]3[CH:10]=[CH:11][C:12]([C:15]4([NH:19][C:20](=[O:26])[O:21][C:22]([CH3:25])([CH3:24])[CH3:23])[CH2:18][CH2:17][CH2:16]4)=[CH:13][CH:14]=3)[C:4]([C:27]3[CH:32]=[CH:31][CH:30]=[CH:29][CH:28]=3)=[CH:3][C:2]=2[NH:1][C:48]1=[O:51].[C:27]1([C:4]2[C:5]([C:9]3[CH:10]=[CH:11][C:12]([C:15]4([NH:19][C:20](=[O:26])[O:21][C:22]([CH3:25])([CH3:24])[CH3:23])[CH2:18][CH2:17][CH2:16]4)=[CH:13][CH:14]=3)=[N:6][C:7]3[O:8][CH:44]4[CH2:47][CH2:48][O:46][C:45]4=[N:1][C:2]=3[CH:3]=2)[CH:32]=[CH:31][CH:30]=[CH:29][CH:28]=1. The catalyst class is: 1. (7) Reactant: [N:1]([C@H:4]1[CH2:9][CH2:8][CH2:7][C@@H:6]([O:10][C:11]([C:24]2[CH:29]=[CH:28][CH:27]=[CH:26][CH:25]=2)([C:18]2[CH:23]=[CH:22][CH:21]=[CH:20][CH:19]=2)[C:12]2[CH:17]=[CH:16][CH:15]=[CH:14][CH:13]=2)[C@@H:5]1[OH:30])=[N+:2]=[N-:3].N1C=CC=CC=1.[C:37](Cl)([CH3:39])=[O:38]. Product: [C:37]([O:30][C@H:5]1[C@H:6]([O:10][C:11]([C:12]2[CH:17]=[CH:16][CH:15]=[CH:14][CH:13]=2)([C:24]2[CH:29]=[CH:28][CH:27]=[CH:26][CH:25]=2)[C:18]2[CH:19]=[CH:20][CH:21]=[CH:22][CH:23]=2)[CH2:7][CH2:8][CH2:9][C@@H:4]1[N:1]=[N+:2]=[N-:3])(=[O:38])[CH3:39]. The catalyst class is: 2. (8) Reactant: C=O.[CH3:3][NH:4][C:5]([NH:7][N+:8]([O-:10])=[O:9])=[NH:6].C(N(CC)CC)C.[O:18]1[CH2:23]COC[CH2:19]1. Product: [CH3:3][N:4]1[C:5](=[N:7][N+:8]([O-:10])=[O:9])[NH:6][CH2:23][O:18][CH2:19]1. The catalyst class is: 11. (9) Product: [Cl:24][C:25]1[CH:31]=[C:30]([O:32][C:33]2[C:34]3[N:41]([CH3:42])[CH:40]=[CH:39][C:35]=3[N:36]=[CH:37][N:38]=2)[CH:29]=[CH:28][C:26]=1[NH:27][C:15]([NH:1][C:2]1[CH:6]=[C:5]([CH3:7])[O:4][N:3]=1)=[O:16]. The catalyst class is: 395. Reactant: [NH2:1][C:2]1[CH:6]=[C:5]([CH3:7])[O:4][N:3]=1.N1C=CC=CC=1.Cl[C:15](OC1C=CC=CC=1)=[O:16].[Cl:24][C:25]1[CH:31]=[C:30]([O:32][C:33]2[C:34]3[N:41]([CH3:42])[CH:40]=[CH:39][C:35]=3[N:36]=[CH:37][N:38]=2)[CH:29]=[CH:28][C:26]=1[NH2:27].[OH-].[Na+].